From a dataset of Catalyst prediction with 721,799 reactions and 888 catalyst types from USPTO. Predict which catalyst facilitates the given reaction. (1) Reactant: Br[C:2]1[CH:3]=[N:4][N:5]([CH3:16])[C:6]=1[C:7]1[CH:8]=[C:9]([C:12]([O:14][CH3:15])=[O:13])[S:10][CH:11]=1.[CH3:17]B1OB(C)OB(C)O1.C([O-])([O-])=O.[K+].[K+]. Product: [CH3:16][N:5]1[C:6]([C:7]2[CH:8]=[C:9]([C:12]([O:14][CH3:15])=[O:13])[S:10][CH:11]=2)=[C:2]([CH3:17])[CH:3]=[N:4]1. The catalyst class is: 423. (2) Reactant: [C:1]([O:5][C:6]([N:8]=[C:9]([NH:35][C:36]([O:38][C:39]([CH3:42])([CH3:41])[CH3:40])=[O:37])[NH:10][CH2:11][CH2:12][C:13]1[O:17][C:16]([C@@H:18]2[CH2:24][CH2:23][C@@H:22]3[CH2:25][N:19]2[C:20](=[O:34])[N:21]3[O:26]CC2C=CC=CC=2)=[N:15][N:14]=1)=[O:7])([CH3:4])([CH3:3])[CH3:2]. Product: [OH:26][N:21]1[C:20](=[O:34])[N:19]2[CH2:25][C@H:22]1[CH2:23][CH2:24][C@H:18]2[C:16]1[O:17][C:13]([CH2:12][CH2:11][NH:10][C:9]([NH:35][C:36]([O:38][C:39]([CH3:42])([CH3:41])[CH3:40])=[O:37])=[N:8][C:6]([O:5][C:1]([CH3:4])([CH3:2])[CH3:3])=[O:7])=[N:14][N:15]=1. The catalyst class is: 123. (3) Reactant: [C:1]([O:7][CH2:8][CH2:9]Cl)(=[O:6])[CH2:2][C:3]([CH3:5])=O.[CH:11]([NH2:13])=[O:12]. Product: [CH3:5][C:3]1[N:13]=[CH:11][O:12][C:2]=1[C:1]([O:7][CH2:8][CH3:9])=[O:6]. The catalyst class is: 6. (4) Reactant: [Br:1][C:2]1[CH:7]=[CH:6][C:5](Br)=[CH:4][N:3]=1.C([Li])CCC.CN(C)[CH:16]=[O:17].[Cl-].[NH4+]. Product: [Br:1][C:2]1[N:3]=[CH:4][C:5]([CH:16]=[O:17])=[CH:6][CH:7]=1. The catalyst class is: 280. (5) Reactant: [C@H:1]1([NH:10][C:11]2[CH:20]=[CH:19][C:18]3[C:13](=[CH:14][CH:15]=[C:16]([NH2:21])[CH:17]=3)[N:12]=2)[C:9]2[C:4](=[CH:5][CH:6]=[CH:7][CH:8]=2)[CH2:3][CH2:2]1.[C:22](OC(=O)C)(=[O:24])[CH3:23]. Product: [C@H:1]1([NH:10][C:11]2[CH:20]=[CH:19][C:18]3[C:13](=[CH:14][CH:15]=[C:16]([NH:21][C:22](=[O:24])[CH3:23])[CH:17]=3)[N:12]=2)[C:9]2[C:4](=[CH:5][CH:6]=[CH:7][CH:8]=2)[CH2:3][CH2:2]1. The catalyst class is: 15. (6) Reactant: [CH3:1][O:2][C:3]1[CH:32]=[CH:31][C:6]([CH2:7][N:8]([C:26]2[S:27][CH:28]=[CH:29][N:30]=2)[S:9]([C:12]2[CH:13]=[CH:14][C:15]3[NH:20][C:19](=O)[CH:18]([CH2:22][O:23][CH3:24])[O:17][C:16]=3[CH:25]=2)(=[O:11])=[O:10])=[CH:5][CH:4]=1.CSC. Product: [CH3:1][O:2][C:3]1[CH:4]=[CH:5][C:6]([CH2:7][N:8]([C:26]2[S:27][CH:28]=[CH:29][N:30]=2)[S:9]([C:12]2[CH:13]=[CH:14][C:15]3[NH:20][CH2:19][CH:18]([CH2:22][O:23][CH3:24])[O:17][C:16]=3[CH:25]=2)(=[O:11])=[O:10])=[CH:31][CH:32]=1. The catalyst class is: 1. (7) Reactant: [NH2:1][C:2]1[CH:7]=[C:6]([C:8]2[S:9][CH:10]=[CH:11][CH:12]=2)[CH:5]=[CH:4][C:3]=1[NH:13]C(=O)OC(C)(C)C.[CH3:21][O:22][C:23]1[CH:31]=[CH:30][C:26]([C:27](Cl)=[O:28])=[CH:25][CH:24]=1.[CH3:32][C:33]([OH:36])([CH3:35])[CH3:34].[S:37](Cl)([N:40]=[C:41]=[O:42])(=[O:39])=[O:38].CCN(CC)CC. Product: [CH3:21][O:22][C:23]1[CH:31]=[CH:30][C:26]([C:27]([NH:1][C:2]2[CH:7]=[C:6]([C:8]3[S:9][CH:10]=[CH:11][CH:12]=3)[CH:5]=[CH:4][C:3]=2[NH:13][S:37]([NH:40][C:41](=[O:42])[O:36][C:33]([CH3:35])([CH3:34])[CH3:32])(=[O:39])=[O:38])=[O:28])=[CH:25][CH:24]=1. The catalyst class is: 2.